From a dataset of Reaction yield outcomes from USPTO patents with 853,638 reactions. Predict the reaction yield, written as a fraction of the theoretical maximum amount of product (1.0 means a 100% yield; for example, 0.34 means a 34% yield). The reactants are [Br:1][C:2]1[CH:3]=[C:4]([O:21][CH3:22])[C:5]([O:19][CH3:20])=[C:6](/[CH:8]=[CH:9]/[C:10]([C:12]2[CH:17]=[CH:16][CH:15]=[CH:14][C:13]=2[OH:18])=[O:11])[CH:7]=1.[OH:23]O. The catalyst is [OH-].[K+].C(O)C. The product is [Br:1][C:2]1[CH:3]=[C:4]([O:21][CH3:22])[C:5]([O:19][CH3:20])=[C:6]([C:8]2[O:18][C:13]3[C:12]([C:10](=[O:11])[C:9]=2[OH:23])=[CH:17][CH:16]=[CH:15][CH:14]=3)[CH:7]=1. The yield is 0.390.